This data is from Reaction yield outcomes from USPTO patents with 853,638 reactions. The task is: Predict the reaction yield, written as a fraction of the theoretical maximum amount of product (1.0 means a 100% yield; for example, 0.34 means a 34% yield). (1) The reactants are [C:1](/[CH:3]=[CH:4]/[C:5]1[CH:9]=[C:8]([C:10]2[CH:15]=[CH:14][C:13]([CH3:16])=[CH:12][CH:11]=2)[N:7]([C:17]2[CH:22]=[CH:21][C:20]([S:23]([NH2:26])(=[O:25])=[O:24])=[CH:19][CH:18]=2)[N:6]=1)#[N:2]. The catalyst is CO.[C].[Pd]. The product is [C:1]([CH2:3][CH2:4][C:5]1[CH:9]=[C:8]([C:10]2[CH:11]=[CH:12][C:13]([CH3:16])=[CH:14][CH:15]=2)[N:7]([C:17]2[CH:22]=[CH:21][C:20]([S:23]([NH2:26])(=[O:25])=[O:24])=[CH:19][CH:18]=2)[N:6]=1)#[N:2]. The yield is 0.790. (2) The reactants are [CH3:1][N:2]([CH3:6])[CH2:3][CH2:4][OH:5].[H-].[Na+].[Br:9][C:10]1[CH:15]=[CH:14][CH:13]=[C:12](Br)[N:11]=1. The catalyst is CCOCC. The product is [Br:9][C:10]1[N:11]=[C:12]([O:5][CH2:4][CH2:3][N:2]([CH3:6])[CH3:1])[CH:13]=[CH:14][CH:15]=1. The yield is 0.904. (3) The reactants are [NH2:1][C:2]([C:4]1[CH:5]=[C:6]([C:28]2[CH:33]=[CH:32][CH:31]=[CH:30][CH:29]=2)[CH:7]=[C:8]2[C:12]=1[NH:11][CH:10]=[C:9]2[CH2:13][CH2:14][CH:15]1[CH2:20][CH2:19][N:18](C(OC(C)(C)C)=O)[CH2:17][CH2:16]1)=[O:3].Cl.CCN(CC)CC.[CH2:42]([S:44](Cl)(=[O:46])=[O:45])[CH3:43]. The catalyst is CN(C=O)C.CN(C1C=CN=CC=1)C. The product is [CH2:42]([S:44]([N:18]1[CH2:19][CH2:20][CH:15]([CH2:14][CH2:13][C:9]2[C:8]3[C:12](=[C:4]([C:2]([NH2:1])=[O:3])[CH:5]=[C:6]([C:28]4[CH:33]=[CH:32][CH:31]=[CH:30][CH:29]=4)[CH:7]=3)[NH:11][CH:10]=2)[CH2:16][CH2:17]1)(=[O:46])=[O:45])[CH3:43]. The yield is 0.110. (4) The reactants are [CH2:1]([N:3]1[C:7]([OH:8])=[CH:6][C:5]([C:9]([F:12])([F:11])[F:10])=[N:4]1)[CH3:2].CCN(C(C)C)C(C)C.[F:22][C:23]([F:36])([F:35])[S:24](O[S:24]([C:23]([F:36])([F:35])[F:22])(=[O:26])=[O:25])(=[O:26])=[O:25].[Cl-].[NH4+]. The catalyst is C(Cl)Cl. The product is [F:22][C:23]([F:36])([F:35])[S:24]([O:8][C:7]1[N:3]([CH2:1][CH3:2])[N:4]=[C:5]([C:9]([F:10])([F:12])[F:11])[CH:6]=1)(=[O:26])=[O:25]. The yield is 0.800. (5) The reactants are [CH2:1]([O:3][C:4]([C:6]1[C:7]([C:13]([F:16])([F:15])[F:14])=[N:8][C:9]([NH2:12])=[N:10][CH:11]=1)=[O:5])[CH3:2].Br[C:18]1[CH:31]=[CH:30][C:21]([O:22][CH2:23][CH2:24][N:25]2[CH2:29][CH2:28][CH2:27][CH2:26]2)=[CH:20][CH:19]=1.C(=O)([O-])[O-].[Cs+].[Cs+].CC1(C)C2C(=C(P(C3C=CC=CC=3)C3C=CC=CC=3)C=CC=2)OC2C(P(C3C=CC=CC=3)C3C=CC=CC=3)=CC=CC1=2. The catalyst is O1CCOCC1.C1C=CC(/C=C/C(/C=C/C2C=CC=CC=2)=O)=CC=1.C1C=CC(/C=C/C(/C=C/C2C=CC=CC=2)=O)=CC=1.C1C=CC(/C=C/C(/C=C/C2C=CC=CC=2)=O)=CC=1.[Pd].[Pd]. The product is [CH2:1]([O:3][C:4]([C:6]1[C:7]([C:13]([F:15])([F:16])[F:14])=[N:8][C:9]([NH:12][C:18]2[CH:19]=[CH:20][C:21]([O:22][CH2:23][CH2:24][N:25]3[CH2:26][CH2:27][CH2:28][CH2:29]3)=[CH:30][CH:31]=2)=[N:10][CH:11]=1)=[O:5])[CH3:2]. The yield is 0.590.